This data is from PAMPA (Parallel Artificial Membrane Permeability Assay) permeability data from NCATS. The task is: Regression/Classification. Given a drug SMILES string, predict its absorption, distribution, metabolism, or excretion properties. Task type varies by dataset: regression for continuous measurements (e.g., permeability, clearance, half-life) or binary classification for categorical outcomes (e.g., BBB penetration, CYP inhibition). Dataset: pampa_ncats. (1) The drug is CC1=CC=C(C=C1)C(=O)NC2=NC3=NC(=CC(=O)N3N2)C. The result is 0 (low-to-moderate permeability). (2) The compound is CC(C)C1=CC=CC=C1C2=NC=C(C(=N2)NC(C)(C)C3=CC=C(C=C3)N4C=CN=N4)F. The result is 1 (high permeability).